Task: Predict the reactants needed to synthesize the given product.. Dataset: Full USPTO retrosynthesis dataset with 1.9M reactions from patents (1976-2016) (1) Given the product [F:20][C:21]1[CH:26]=[C:25]([C:2]2[C:10]3[N:9]4[CH2:11][CH2:12][CH2:13][NH:14][C:15](=[O:16])[C:8]4=[C:7]([CH3:17])[C:6]=3[CH:5]=[C:4]([C:18]#[N:19])[CH:3]=2)[CH:24]=[CH:23][N:22]=1, predict the reactants needed to synthesize it. The reactants are: Br[C:2]1[C:10]2[N:9]3[CH2:11][CH2:12][CH2:13][NH:14][C:15](=[O:16])[C:8]3=[C:7]([CH3:17])[C:6]=2[CH:5]=[C:4]([C:18]#[N:19])[CH:3]=1.[F:20][C:21]1[CH:26]=[C:25](B(O)O)[CH:24]=[CH:23][N:22]=1. (2) Given the product [F:20][CH:19]([F:21])[O:18][C:5]1[C:6]([C:8]2[CH:9]=[N:10][C:11]([C:14]([F:17])([F:16])[F:15])=[N:12][CH:13]=2)=[CH:7][C:2]([CH3:23])=[N:3][CH:4]=1, predict the reactants needed to synthesize it. The reactants are: Cl[C:2]1[CH:7]=[C:6]([C:8]2[CH:9]=[N:10][C:11]([C:14]([F:17])([F:16])[F:15])=[N:12][CH:13]=2)[C:5]([O:18][CH:19]([F:21])[F:20])=[CH:4][N:3]=1.[Zn](C)[CH3:23]. (3) Given the product [CH3:20][O:19][C:13]1[CH:12]=[C:11]([C:10]2[CH:9]=[N:8][N:5]3[CH:6]=[CH:7][C:2]([NH:22][C@@H:23]4[CH2:28][CH2:27][CH2:26][CH2:25][C@@H:24]4[OH:29])=[N:3][C:4]=23)[CH:16]=[CH:15][C:14]=1[O:17][CH3:18], predict the reactants needed to synthesize it. The reactants are: Cl[C:2]1[CH:7]=[CH:6][N:5]2[N:8]=[CH:9][C:10]([C:11]3[CH:16]=[CH:15][C:14]([O:17][CH3:18])=[C:13]([O:19][CH3:20])[CH:12]=3)=[C:4]2[N:3]=1.Cl.[NH2:22][C@H:23]1[CH2:28][CH2:27][CH2:26][CH2:25][C@H:24]1[OH:29].O. (4) Given the product [OH:14][NH:13][C:11](=[NH:12])[CH2:10][C:7]1[CH:6]=[CH:5][C:4]([N+:1]([O-:3])=[O:2])=[CH:9][CH:8]=1, predict the reactants needed to synthesize it. The reactants are: [N+:1]([C:4]1[CH:9]=[CH:8][C:7]([CH2:10][C:11]#[N:12])=[CH:6][CH:5]=1)([O-:3])=[O:2].[NH2:13][OH:14].Cl.C([O-])(O)=O.[Na+].CO. (5) Given the product [C:1]([C:5]1[CH:6]=[CH:7][C:8]([N:11]2[CH2:16][CH2:15][C:14](=[O:17])[CH2:13][C:12]2=[O:22])=[CH:9][CH:10]=1)([CH3:4])([CH3:2])[CH3:3], predict the reactants needed to synthesize it. The reactants are: [C:1]([C:5]1[CH:10]=[CH:9][C:8]([N:11]2[CH2:16][CH2:15][C:14](=[O:17])[CH:13](C(OC)=O)[C:12]2=[O:22])=[CH:7][CH:6]=1)([CH3:4])([CH3:3])[CH3:2]. (6) Given the product [CH2:29]([C:15]1[N:16]=[C:17]([C:19]2[CH:20]=[CH:21][C:22]([C:25]([F:26])([F:27])[F:28])=[CH:23][CH:24]=2)[O:18][C:14]=1[CH2:13][O:12][C:9]1[CH:10]=[CH:11][C:6]([CH2:5][CH2:4][C:3]([OH:32])=[O:2])=[C:7]([CH3:31])[CH:8]=1)[CH3:30], predict the reactants needed to synthesize it. The reactants are: C[O:2][C:3](=[O:32])[CH2:4][CH2:5][C:6]1[CH:11]=[CH:10][C:9]([O:12][CH2:13][C:14]2[O:18][C:17]([C:19]3[CH:24]=[CH:23][C:22]([C:25]([F:28])([F:27])[F:26])=[CH:21][CH:20]=3)=[N:16][C:15]=2[CH2:29][CH3:30])=[CH:8][C:7]=1[CH3:31].[OH-].[Na+].C1COCC1. (7) Given the product [F:1][C:2]1[CH:3]=[C:4]([C@:13]2([NH:23][C:24](=[O:35])[C:25]3[CH:30]=[CH:29][C:28]([C:31]4[NH:34][C:41](=[O:42])[O:33][N:32]=4)=[CH:27][N:26]=3)[C:18]3=[N:19][CH:20]=[CH:21][CH:22]=[C:17]3[O:16][CH2:15][CH2:14]2)[CH:5]=[CH:6][C:7]=1[O:8][C:9]([F:12])([F:10])[F:11], predict the reactants needed to synthesize it. The reactants are: [F:1][C:2]1[CH:3]=[C:4]([C@:13]2([NH:23][C:24](=[O:35])[C:25]3[CH:30]=[CH:29][C:28]([C:31](=[NH:34])[NH:32][OH:33])=[CH:27][N:26]=3)[C:18]3=[N:19][CH:20]=[CH:21][CH:22]=[C:17]3[O:16][CH2:15][CH2:14]2)[CH:5]=[CH:6][C:7]=1[O:8][C:9]([F:12])([F:11])[F:10].N1([C:41](N2C=CN=C2)=[O:42])C=CN=C1.Cl. (8) Given the product [CH2:1]([O:3][C:4](=[O:39])[CH2:5][CH2:6][CH2:7][N:8]1[C:12]2[N:13]=[C:14]([CH3:38])[N:15]=[C:16]([NH:17][CH2:18][C@H:19]([NH2:27])[C:20]([O:22][C:23]([CH3:24])([CH3:25])[CH3:26])=[O:21])[C:11]=2[CH:10]=[CH:9]1)[CH3:2], predict the reactants needed to synthesize it. The reactants are: [CH2:1]([O:3][C:4](=[O:39])[CH2:5][CH2:6][CH2:7][N:8]1[C:12]2[N:13]=[C:14]([CH3:38])[N:15]=[C:16]([NH:17][CH2:18][C@H:19]([NH:27]C(OCC3C=CC=CC=3)=O)[C:20]([O:22][C:23]([CH3:26])([CH3:25])[CH3:24])=[O:21])[C:11]=2[CH:10]=[CH:9]1)[CH3:2].C(O)(=O)C. (9) Given the product [Cl:1][C:2]1[CH:11]=[C:10]([Cl:12])[C:9]2[C:4](=[CH:5][C:6]([S:14][C:15]3[CH:16]=[C:17]([C:21]4([C:27]#[N:28])[CH2:22][CH2:23][O:24][CH2:25][CH2:26]4)[CH:18]=[CH:19][CH:20]=3)=[CH:7][CH:8]=2)[N:3]=1, predict the reactants needed to synthesize it. The reactants are: [Cl:1][C:2]1[CH:11]=[C:10]([Cl:12])[C:9]2[C:4](=[CH:5][C:6](I)=[CH:7][CH:8]=2)[N:3]=1.[SH:14][C:15]1[CH:16]=[C:17]([C:21]2([C:27]#[N:28])[CH2:26][CH2:25][O:24][CH2:23][CH2:22]2)[CH:18]=[CH:19][CH:20]=1.CCN(C(C)C)C(C)C.C1(P(C2C=CC=CC=2)C2C3OC4C(=CC=CC=4P(C4C=CC=CC=4)C4C=CC=CC=4)C(C)(C)C=3C=CC=2)C=CC=CC=1.